This data is from Full USPTO retrosynthesis dataset with 1.9M reactions from patents (1976-2016). The task is: Predict the reactants needed to synthesize the given product. (1) Given the product [Br:1][C:2]1[C:3]([CH3:11])=[C:4]([CH3:10])[C:5]2[NH:9][C:14]([C@@H:13]([OH:12])[CH3:17])=[N:8][C:6]=2[CH:7]=1, predict the reactants needed to synthesize it. The reactants are: [Br:1][C:2]1[CH:7]=[C:6]([NH2:8])[C:5]([NH2:9])=[C:4]([CH3:10])[C:3]=1[CH3:11].[OH:12][C@@H:13]([CH3:17])[C:14](O)=O.ClC1C=C(N=C=O)C=CC=1Cl. (2) Given the product [CH2:1]([S:3]([N:11]1[CH2:16][CH2:15][CH:14]([NH:17][C:18]([NH:20][C:21]2[CH:26]=[CH:25][C:24]([C:27]([F:28])([F:29])[F:30])=[CH:23][CH:22]=2)=[O:19])[CH2:13][CH2:12]1)(=[O:5])=[O:4])[CH3:2], predict the reactants needed to synthesize it. The reactants are: [CH2:1]([S:3](Cl)(=[O:5])=[O:4])[CH3:2].CS([N:11]1[CH2:16][CH2:15][CH:14]([NH:17][C:18]([NH:20][C:21]2[CH:26]=[CH:25][C:24]([C:27]([F:30])([F:29])[F:28])=[CH:23][CH:22]=2)=[O:19])[CH2:13][CH2:12]1)(=O)=O. (3) Given the product [F:25][C:10]1[N:11]=[C:7]([C:3]2[CH:2]=[N:1][CH:6]=[CH:5][CH:4]=2)[S:8][C:9]=1[C:12]1[N:17]=[C:16]([C:18]2[N:23]=[CH:22][CH:21]=[CH:20][N:19]=2)[CH:15]=[CH:14][CH:13]=1, predict the reactants needed to synthesize it. The reactants are: [N:1]1[CH:6]=[CH:5][CH:4]=[C:3]([C:7]2[S:8][C:9]([C:12]3[N:17]=[C:16]([C:18]4[N:23]=[CH:22][CH:21]=[CH:20][N:19]=4)[CH:15]=[CH:14][CH:13]=3)=[CH:10][N:11]=2)[CH:2]=1.[B-](F)(F)(F)[F:25].[B-](F)(F)(F)F.C1[N+]2(CCl)CC[N+](F)(CC2)C1.S([O-])([O-])(=O)=O.[Na+].[Na+]. (4) Given the product [NH2:1][C:4]1[CH:19]=[CH:18][C:7]2[C:8](=[O:17])[C:9]3[CH:16]=[CH:15][CH:14]=[CH:13][C:10]=3[O:11][CH2:12][C:6]=2[CH:5]=1, predict the reactants needed to synthesize it. The reactants are: [N+:1]([C:4]1[CH:19]=[CH:18][C:7]2[C:8](=[O:17])[C:9]3[CH:16]=[CH:15][CH:14]=[CH:13][C:10]=3[O:11][CH2:12][C:6]=2[CH:5]=1)([O-])=O.O.O.[Sn](Cl)Cl.[OH-].[Na+]. (5) Given the product [O:1]1[C:5]2[CH:6]=[CH:7][C:8]([CH:10]([C:24]#[N:25])[CH:11]3[CH2:16][CH2:15][N:14]([C:17]([O:19][C:20]([CH3:21])([CH3:23])[CH3:22])=[O:18])[CH2:13][CH2:12]3)=[CH:9][C:4]=2[O:3][CH2:2]1, predict the reactants needed to synthesize it. The reactants are: [O:1]1[C:5]2[CH:6]=[CH:7][C:8]([C:10]([C:24]#[N:25])=[C:11]3[CH2:16][CH2:15][N:14]([C:17]([O:19][C:20]([CH3:23])([CH3:22])[CH3:21])=[O:18])[CH2:13][CH2:12]3)=[CH:9][C:4]=2[O:3][CH2:2]1.[BH4-].[Na+].O. (6) Given the product [F:29][C:24]1[CH:23]=[C:22]([CH:27]=[C:26]([F:28])[CH:25]=1)[CH2:21][C@H:3]([NH:2][C:50]([C:34]1[C:35]2[CH2:36][CH2:37][N:38]([CH:43]([CH2:47][CH2:48][CH3:49])[CH2:44][CH2:45][CH3:46])[C:39](=[O:42])[C:40]=2[CH:41]=[C:32]([N:31]([CH3:30])[S:53]([CH3:56])(=[O:55])=[O:54])[CH:33]=1)=[O:51])[C@H:4]([OH:20])[CH2:5][NH:6][C:7]1([C:10]2[CH:15]=[CH:14][CH:13]=[C:12]([C:16]([F:17])([F:18])[F:19])[CH:11]=2)[CH2:9][CH2:8]1, predict the reactants needed to synthesize it. The reactants are: Cl.[NH2:2][C@@H:3]([CH2:21][C:22]1[CH:27]=[C:26]([F:28])[CH:25]=[C:24]([F:29])[CH:23]=1)[C@H:4]([OH:20])[CH2:5][NH:6][C:7]1([C:10]2[CH:15]=[CH:14][CH:13]=[C:12]([C:16]([F:19])([F:18])[F:17])[CH:11]=2)[CH2:9][CH2:8]1.[CH3:30][N:31]([S:53]([CH3:56])(=[O:55])=[O:54])[C:32]1[CH:33]=[C:34]([C:50](O)=[O:51])[C:35]2[CH2:36][CH2:37][N:38]([CH:43]([CH2:47][CH2:48][CH3:49])[CH2:44][CH2:45][CH3:46])[C:39](=[O:42])[C:40]=2[CH:41]=1.OC1C2N=NNC=2C=CC=1.Cl.CN(C)CCCN=C=NCC.C(N(CC)C(C)C)(C)C. (7) Given the product [OH:34][CH:31]1[CH2:32][CH2:33][N:28]([C:2]2[CH:3]=[CH:4][N:5]=[C:6]3[C:11]=2[N:10]=[C:9]([C:12]2[CH:13]=[C:14]([NH:18][S:19]([C:22]4[CH:27]=[CH:26][CH:25]=[CH:24][CH:23]=4)(=[O:21])=[O:20])[CH:15]=[N:16][CH:17]=2)[CH:8]=[CH:7]3)[CH2:29][CH2:30]1, predict the reactants needed to synthesize it. The reactants are: Cl[C:2]1[CH:3]=[CH:4][N:5]=[C:6]2[C:11]=1[N:10]=[C:9]([C:12]1[CH:13]=[C:14]([NH:18][S:19]([C:22]3[CH:27]=[CH:26][CH:25]=[CH:24][CH:23]=3)(=[O:21])=[O:20])[CH:15]=[N:16][CH:17]=1)[CH:8]=[CH:7]2.[NH:28]1[CH2:33][CH2:32][CH:31]([OH:34])[CH2:30][CH2:29]1.C(=O)([O-])[O-].[Na+].[Na+]. (8) Given the product [F:17][C:13]1[CH:12]=[C:11]([C:18]([NH2:20])=[O:19])[C:10]2[C:15](=[CH:16][N:8]([C:5]3[CH:6]=[CH:7][C:2]([C:23]4[CH:22]=[N:21][CH:26]=[CH:25][CH:24]=4)=[CH:3][CH:4]=3)[N:9]=2)[CH:14]=1, predict the reactants needed to synthesize it. The reactants are: Br[C:2]1[CH:7]=[CH:6][C:5]([N:8]2[CH:16]=[C:15]3[C:10]([C:11]([C:18]([NH2:20])=[O:19])=[CH:12][C:13]([F:17])=[CH:14]3)=[N:9]2)=[CH:4][CH:3]=1.[N:21]1[CH:26]=[CH:25][CH:24]=[C:23](B(O)O)[CH:22]=1.C([O-])([O-])=O.[Na+].[Na+].F[B-](F)(F)F.